Dataset: Forward reaction prediction with 1.9M reactions from USPTO patents (1976-2016). Task: Predict the product of the given reaction. (1) Given the reactants [Br:1][C:2]1[S:3][C:4]([CH:7]=[O:8])=[CH:5][N:6]=1.[F-].[Cs+].[C:11]([Si](C)(C)C)([F:14])([F:13])[F:12], predict the reaction product. The product is: [Br:1][C:2]1[S:3][C:4]([CH:7]([OH:8])[C:11]([F:14])([F:13])[F:12])=[CH:5][N:6]=1. (2) The product is: [NH:10]1[CH:11]=[CH:12][N:13]=[C:9]1[CH2:8][N:7]([CH2:14][C:15]1[CH:23]=[CH:22][C:18]([C:19]([N:58]2[CH2:59][CH2:60][N:55]([CH2:54][CH2:53][N:52]([CH2:61][CH2:62][CH3:63])[CH2:49][CH2:50][CH3:51])[CH2:56][CH2:57]2)=[O:20])=[CH:17][CH:16]=1)[CH2:6][C:2]1[NH:1][CH:5]=[CH:4][N:3]=1. Given the reactants [NH:1]1[CH:5]=[CH:4][N:3]=[C:2]1[CH2:6][N:7]([CH2:14][C:15]1[CH:23]=[CH:22][C:18]([C:19](O)=[O:20])=[CH:17][CH:16]=1)[CH2:8][C:9]1[NH:10][CH:11]=[CH:12][N:13]=1.C1CCC(N=C=NC2CCCCC2)CC1.C1C=CC2N(O)N=NC=2C=1.[CH2:49]([N:52]([CH2:61][CH2:62][CH3:63])[CH2:53][CH2:54][N:55]1[CH2:60][CH2:59][NH:58][CH2:57][CH2:56]1)[CH2:50][CH3:51], predict the reaction product. (3) Given the reactants Cl[C:2]1[N:3]=[C:4]([N:18]2[CH2:23][CH2:22][O:21][CH2:20][CH2:19]2)[C:5]2[N:11]=[CH:10][C:9]([C:12]3[CH:13]=[N:14][N:15]([CH3:17])[CH:16]=3)=[CH:8][C:6]=2[N:7]=1.[F:24][C:25]1[C:30]([F:31])=[C:29](B2OC(C)(C)C(C)(C)O2)[CH:28]=[CH:27][C:26]=1[NH:41][C:42](=[O:55])[NH:43][C:44]1[CH:54]=[CH:53][C:47]([C:48]([N:50]([CH3:52])[CH3:51])=[O:49])=[CH:46][CH:45]=1.C(=O)([O-])[O-].[Cs+].[Cs+].C1(C)C=CC=CC=1, predict the reaction product. The product is: [F:24][C:25]1[C:30]([F:31])=[C:29]([C:2]2[N:3]=[C:4]([N:18]3[CH2:23][CH2:22][O:21][CH2:20][CH2:19]3)[C:5]3[N:11]=[CH:10][C:9]([C:12]4[CH:13]=[N:14][N:15]([CH3:17])[CH:16]=4)=[CH:8][C:6]=3[N:7]=2)[CH:28]=[CH:27][C:26]=1[NH:41][C:42](=[O:55])[NH:43][C:44]1[CH:54]=[CH:53][C:47]([C:48]([N:50]([CH3:52])[CH3:51])=[O:49])=[CH:46][CH:45]=1. (4) Given the reactants [CH3:1][O:2][C:3]1[CH:8]=[C:7]([N:9]2[CH2:12][C:11]3([N:16]([CH3:17])[CH2:15][CH2:14][CH2:13]3)[CH2:10]2)[C:6]([N+:18]([O-])=O)=[CH:5][C:4]=1[NH:21][C:22]1[N:27]=[C:26]([C:28]2[C:36]3[C:31](=[CH:32][CH:33]=[CH:34][CH:35]=3)[N:30]([CH3:37])[CH:29]=2)[CH:25]=[CH:24][N:23]=1.[NH4+].[Cl-].C(O)C, predict the reaction product. The product is: [CH3:1][O:2][C:3]1[CH:8]=[C:7]([N:9]2[CH2:12][C:11]3([N:16]([CH3:17])[CH2:15][CH2:14][CH2:13]3)[CH2:10]2)[C:6]([NH2:18])=[CH:5][C:4]=1[NH:21][C:22]1[N:27]=[C:26]([C:28]2[C:36]3[C:31](=[CH:32][CH:33]=[CH:34][CH:35]=3)[N:30]([CH3:37])[CH:29]=2)[CH:25]=[CH:24][N:23]=1. (5) The product is: [Br:15][C:16]1[CH:21]=[C:20]([F:22])[CH:19]=[CH:18][C:17]=1[C@@H:23]1[N:24]=[C:25]([C:36]2[S:37][CH:38]=[CH:39][N:40]=2)[NH:26][C:27]([CH2:34][N:7]2[CH2:8][C:3]([F:2])([F:14])[CH2:4][CH2:5][C@H:6]2[CH2:9][CH2:10][C:11]([OH:13])=[O:12])=[C:28]1[C:29]([O:31][CH2:32][CH3:33])=[O:30]. Given the reactants Cl.[F:2][C:3]1([F:14])[CH2:8][NH:7][C@H:6]([CH2:9][CH2:10][C:11]([OH:13])=[O:12])[CH2:5][CH2:4]1.[Br:15][C:16]1[CH:21]=[C:20]([F:22])[CH:19]=[CH:18][C:17]=1[C@H:23]1[C:28]([C:29]([O:31][CH2:32][CH3:33])=[O:30])=[C:27]([CH2:34]Br)[NH:26][C:25]([C:36]2[S:37][CH:38]=[CH:39][N:40]=2)=[N:24]1.C(=O)([O-])[O-].[K+].[K+], predict the reaction product. (6) Given the reactants CCCCCC.[Li]CCCC.Br[C:13]1[S:17][C:16]([C:18]2[S:19][C:20](Br)=[CH:21][CH:22]=2)=[CH:15][CH:14]=1.[CH3:24][Sn:25](Cl)([CH3:27])[CH3:26], predict the reaction product. The product is: [CH3:24][Sn:25]([CH3:27])([CH3:26])[C:13]1[S:17][C:16]([C:18]2[S:19][C:20]([Sn:25]([CH3:27])([CH3:26])[CH3:24])=[CH:21][CH:22]=2)=[CH:15][CH:14]=1. (7) The product is: [C:21]([C:20]1[CH:23]=[C:16]([C:14]2[O:13][N:12]=[C:11]([C:6]3[CH:7]=[CH:8][CH:9]=[C:10]4[C:5]=3[CH2:4][CH2:3][C@H:2]4[NH:1][S:28]([NH2:31])(=[O:30])=[O:29])[N:15]=2)[CH:17]=[CH:18][C:19]=1[O:24][CH:25]([CH3:27])[CH3:26])#[N:22]. Given the reactants [NH2:1][C@H:2]1[C:10]2[C:5](=[C:6]([C:11]3[N:15]=[C:14]([C:16]4[CH:17]=[CH:18][C:19]([O:24][CH:25]([CH3:27])[CH3:26])=[C:20]([CH:23]=4)[C:21]#[N:22])[O:13][N:12]=3)[CH:7]=[CH:8][CH:9]=2)[CH2:4][CH2:3]1.[S:28](N)([NH2:31])(=[O:30])=[O:29], predict the reaction product. (8) Given the reactants [CH3:1][O:2][C:3]1[CH:8]=[CH:7][C:6]([C:9](=O)[CH2:10][C:11]([C:13]2[CH:18]=[CH:17][C:16]([O:19][CH3:20])=[CH:15][CH:14]=2)=O)=[CH:5][CH:4]=1.C(=O)([O-])O.[Na+].S(O)(O)(=O)=O.[CH3:32][NH:33][NH2:34], predict the reaction product. The product is: [CH3:1][O:2][C:3]1[CH:8]=[CH:7][C:6]([C:9]2[CH:10]=[C:11]([C:13]3[CH:18]=[CH:17][C:16]([O:19][CH3:20])=[CH:15][CH:14]=3)[N:33]([CH3:32])[N:34]=2)=[CH:5][CH:4]=1.